Dataset: Forward reaction prediction with 1.9M reactions from USPTO patents (1976-2016). Task: Predict the product of the given reaction. (1) Given the reactants [Br:1][C:2]1[CH:3]=[N:4][CH:5]=[C:6]([N+:9]([O-:11])=[O:10])[C:7]=1Cl.[CH2:12]([NH2:14])[CH3:13].O, predict the reaction product. The product is: [Br:1][C:2]1[CH:3]=[N:4][CH:5]=[C:6]([N+:9]([O-:11])=[O:10])[C:7]=1[NH:14][CH2:12][CH3:13]. (2) Given the reactants Cl.Cl.[NH:3]1[CH2:8][CH2:7][CH:6]([O:9][C:10]2[N:15]=[CH:14][CH:13]=[CH:12][N:11]=2)[CH2:5][CH2:4]1.C(N(C(C)C)CC)(C)C.[Cl:25][C:26]1[CH:27]=[C:28]([CH2:33][N:34]=[C:35]=[O:36])[CH:29]=[CH:30][C:31]=1[Cl:32], predict the reaction product. The product is: [Cl:25][C:26]1[CH:27]=[C:28]([CH:29]=[CH:30][C:31]=1[Cl:32])[CH2:33][NH:34][C:35]([N:3]1[CH2:4][CH2:5][CH:6]([O:9][C:10]2[N:11]=[CH:12][CH:13]=[CH:14][N:15]=2)[CH2:7][CH2:8]1)=[O:36]. (3) Given the reactants [C:1]1([S:7][CH2:8][CH2:9][N:10]2[C:18]3[CH:17]=[CH:16][CH:15]=[CH:14][C:13]=3[C:12]3[CH2:19][CH2:20][N:21](C(OC(C)(C)C)=O)[CH2:22][CH2:23][C:11]2=3)[CH:6]=[CH:5][CH:4]=[CH:3][CH:2]=1.[F:31][C:32]([F:37])([F:36])[C:33]([OH:35])=[O:34], predict the reaction product. The product is: [F:31][C:32]([F:37])([F:36])[C:33]([OH:35])=[O:34].[CH2:19]1[C:12]2[C:13]3[CH:14]=[CH:15][CH:16]=[CH:17][C:18]=3[N:10]([CH2:9][CH2:8][S:7][C:1]3[CH:6]=[CH:5][CH:4]=[CH:3][CH:2]=3)[C:11]=2[CH2:23][CH2:22][NH:21][CH2:20]1. (4) Given the reactants CN(C(ON1N=NC2C=CC=CC1=2)=[N+](C)C)C.[B-](F)(F)(F)F.[Cl:23][C:24]1[CH:25]=[N:26][C:27]2[N:28]([N:30]=[C:31]([C:33]([OH:35])=O)[CH:32]=2)[CH:29]=1.Cl.[CH3:37][C:38]1[S:39][C:40]2[CH2:46][CH2:45][NH:44][CH2:43][CH2:42][C:41]=2[N:47]=1, predict the reaction product. The product is: [Cl:23][C:24]1[CH:25]=[N:26][C:27]2[N:28]([N:30]=[C:31]([C:33]([N:44]3[CH2:45][CH2:46][C:40]4[S:39][C:38]([CH3:37])=[N:47][C:41]=4[CH2:42][CH2:43]3)=[O:35])[CH:32]=2)[CH:29]=1. (5) Given the reactants [C:1]([C:3]1[CH:4]=[CH:5][C:6]2[CH2:12][N:11]([C:13]([O:15][C:16]([CH3:19])([CH3:18])[CH3:17])=[O:14])[CH2:10][CH2:9][CH2:8][C:7]=2[CH:20]=1)#[N:2].Cl.[NH2:22][OH:23].C(=O)(O)[O-].[Na+].CCOCC, predict the reaction product. The product is: [OH:23][NH:22][C:1](=[NH:2])[C:3]1[CH:4]=[CH:5][C:6]2[CH2:12][N:11]([C:13]([O:15][C:16]([CH3:17])([CH3:18])[CH3:19])=[O:14])[CH2:10][CH2:9][CH2:8][C:7]=2[CH:20]=1. (6) Given the reactants COC1C=C2C(=CC=1)C=C([C@H](C)C(O)=O)C=C2.[CH3:18][NH:19][CH2:20][C@H:21]([C:23]1[CH:28]=[CH:27][CH:26]=[CH:25][N:24]=1)[OH:22].[ClH:29], predict the reaction product. The product is: [ClH:29].[ClH:29].[CH3:18][NH:19][CH2:20][C@H:21]([C:23]1[CH:28]=[CH:27][CH:26]=[CH:25][N:24]=1)[OH:22]. (7) Given the reactants [Cl:1][C:2]1[CH:7]=[CH:6][C:5]([S:8]([N:11]([CH2:19][C:20]2[CH:28]=[CH:27][C:23]([C:24]([OH:26])=O)=[CH:22][CH:21]=2)[CH2:12][C:13]2[CH:18]=[CH:17][CH:16]=[CH:15][N:14]=2)(=[O:10])=[O:9])=[CH:4][CH:3]=1.[N+:29]([C:32]1[CH:33]=[C:34]([CH2:38][S:39]([NH2:42])(=[O:41])=[O:40])[CH:35]=[CH:36][CH:37]=1)([O-:31])=[O:30], predict the reaction product. The product is: [N+:29]([C:32]1[CH:33]=[C:34]([CH2:38][S:39]([NH:42][C:24](=[O:26])[C:23]2[CH:27]=[CH:28][C:20]([CH2:19][N:11]([S:8]([C:5]3[CH:6]=[CH:7][C:2]([Cl:1])=[CH:3][CH:4]=3)(=[O:10])=[O:9])[CH2:12][C:13]3[CH:18]=[CH:17][CH:16]=[CH:15][N:14]=3)=[CH:21][CH:22]=2)(=[O:40])=[O:41])[CH:35]=[CH:36][CH:37]=1)([O-:31])=[O:30]. (8) Given the reactants [F:1][C:2]([F:32])([F:31])[C:3]1[CH:8]=[CH:7][CH:6]=[CH:5][C:4]=1[C@H:9]([NH:26][C:27](=O)[CH2:28]Cl)[C@@H:10]([NH:21][C:22](=O)[CH2:23]Cl)[C:11]1[CH:16]=[CH:15][CH:14]=[CH:13][C:12]=1[C:17]([F:20])([F:19])[F:18].B.C1COCC1.CO, predict the reaction product. The product is: [F:1][C:2]([F:32])([F:31])[C:3]1[CH:8]=[CH:7][CH:6]=[CH:5][C:4]=1[C@H:9]1[C@H:10]([C:11]2[CH:16]=[CH:15][CH:14]=[CH:13][C:12]=2[C:17]([F:20])([F:19])[F:18])[N:21]2[CH2:28][CH2:27][N:26]1[CH2:23][CH2:22]2. (9) Given the reactants C([O:9][CH2:10][C@@H:11]1[C@@H:15]([O:16]C(=O)C2C=CC=CC=2)[C@@H:14]([O:25]C(=O)C2C=CC=CC=2)[C@H:13]([N:34]2[CH:39]=[C:38]([F:40])[N:37]=[C:36]([C:41]([NH2:43])=[O:42])[C:35]2=[O:44])[O:12]1)(=O)C1C=CC=CC=1.CO.C[O-].[Na+].Cl, predict the reaction product. The product is: [OH:25][C@@H:14]1[C@H:15]([OH:16])[C@@H:11]([CH2:10][OH:9])[O:12][C@H:13]1[N:34]1[CH:39]=[C:38]([F:40])[N:37]=[C:36]([C:41]([NH2:43])=[O:42])[C:35]1=[O:44]. (10) The product is: [Cl:25][C:22]1[CH:21]=[N:20][C:18]2=[N:19][C:14]([N:12]3[CH2:11][CH:10]([N:2]([CH3:1])[C:3](=[O:9])[O:4][C:5]([CH3:8])([CH3:6])[CH3:7])[CH2:13]3)=[C:15]([NH:28][NH2:29])[N:16]=[C:17]2[C:23]=1[Cl:24]. Given the reactants [CH3:1][N:2]([CH:10]1[CH2:13][N:12]([C:14]2[N:19]=[C:18]3[N:20]=[CH:21][C:22]([Cl:25])=[C:23]([Cl:24])[C:17]3=[N:16][C:15]=2Cl)[CH2:11]1)[C:3](=[O:9])[O:4][C:5]([CH3:8])([CH3:7])[CH3:6].O.[NH2:28][NH2:29], predict the reaction product.